Dataset: Peptide-MHC class I binding affinity with 185,985 pairs from IEDB/IMGT. Task: Regression. Given a peptide amino acid sequence and an MHC pseudo amino acid sequence, predict their binding affinity value. This is MHC class I binding data. (1) The peptide sequence is QQSEARRML. The MHC is HLA-A33:01 with pseudo-sequence HLA-A33:01. The binding affinity (normalized) is 0. (2) The peptide sequence is YHCQFCFL. The MHC is Mamu-A07 with pseudo-sequence Mamu-A07. The binding affinity (normalized) is 0.176. (3) The peptide sequence is IPYCNYSKY. The binding affinity (normalized) is 0.0641. The MHC is HLA-B54:01 with pseudo-sequence HLA-B54:01. (4) The peptide sequence is TMADLVYAL. The MHC is HLA-A02:03 with pseudo-sequence HLA-A02:03. The binding affinity (normalized) is 0.742.